From a dataset of Forward reaction prediction with 1.9M reactions from USPTO patents (1976-2016). Predict the product of the given reaction. (1) Given the reactants Cl[C:2]1[C:7]([C:8]#[N:9])=[C:6]([Cl:10])[N:5]=[C:4]([NH:11][CH2:12][CH2:13][OH:14])[N:3]=1.[CH:15]1([NH2:18])[CH2:17][CH2:16]1.C(N(C(C)C)C(C)C)C, predict the reaction product. The product is: [Cl:10][C:6]1[C:7]([C:8]#[N:9])=[C:2]([NH:18][CH:15]2[CH2:17][CH2:16]2)[N:3]=[C:4]([NH:11][CH2:12][CH2:13][OH:14])[N:5]=1. (2) Given the reactants [CH3:1][O:2][Si:3]([C:8]12[CH2:14][CH:11]([CH2:12][CH2:13]1)[CH:10]=[CH:9]2)([O:6][CH3:7])[O:4][CH3:5].C([SiH]([CH2:20][CH3:21])CC)C.[CH2:22](O)[CH3:23], predict the reaction product. The product is: [CH2:22]([C:8]12[CH2:14][CH:11]([CH2:12][CH2:13]1)[CH:10]=[CH:9]2)[CH2:23][CH2:20][CH3:21].[CH3:1][O:2][Si:3]([C:8]12[CH2:14][CH:11]([CH2:12][CH2:13]1)[CH:10]=[CH:9]2)([O:4][CH3:5])[O:6][CH3:7]. (3) Given the reactants [S:1]1[CH:5]=[CH:4][CH:3]=[C:2]1[CH:6]=O.C[Si](C)(C)[NH:10][Si](C)(C)C.[Li].[CH3:18][C:19]1[CH:20]=[C:21]([CH:25]=[C:26]([CH3:28])[CH:27]=1)[CH2:22][Mg]Cl, predict the reaction product. The product is: [CH3:18][C:19]1[CH:20]=[C:21]([CH2:22][CH:6]([NH2:10])[C:2]2[S:1][CH:5]=[CH:4][CH:3]=2)[CH:25]=[C:26]([CH3:28])[CH:27]=1. (4) Given the reactants C(=O)([O-])[O-].[K+].[K+].[CH3:7][C:8]1[C:16]2[C:11](=[CH:12][C:13]([C:17]([O:19][CH3:20])=[O:18])=[CH:14][CH:15]=2)[NH:10][CH:9]=1.Cl[C:22]1[N:27]=[CH:26][C:25]([C:28]2[CH:33]=[CH:32][CH:31]=[CH:30][C:29]=2[F:34])=[CH:24][N:23]=1.O, predict the reaction product. The product is: [F:34][C:29]1[CH:30]=[CH:31][CH:32]=[CH:33][C:28]=1[C:25]1[CH:26]=[N:27][C:22]([N:10]2[C:11]3[C:16](=[CH:15][CH:14]=[C:13]([C:17]([O:19][CH3:20])=[O:18])[CH:12]=3)[C:8]([CH3:7])=[CH:9]2)=[N:23][CH:24]=1.